Dataset: Full USPTO retrosynthesis dataset with 1.9M reactions from patents (1976-2016). Task: Predict the reactants needed to synthesize the given product. (1) Given the product [C:14]1([C:17]2[CH:18]=[CH:19][CH:20]=[CH:21][CH:22]=2)[CH:15]=[CH:16][C:11]([C:9]([NH:8][CH2:7][C:6]([OH:23])=[O:5])=[O:10])=[CH:12][CH:13]=1, predict the reactants needed to synthesize it. The reactants are: [Li+].[OH-].C([O:5][C:6](=[O:23])[CH2:7][NH:8][C:9]([C:11]1[CH:16]=[CH:15][C:14]([C:17]2[CH:22]=[CH:21][CH:20]=[CH:19][CH:18]=2)=[CH:13][CH:12]=1)=[O:10])C. (2) Given the product [Cl:23][C:24]1[S:28][C:27]([S:29]([NH:1][C:2]2[C:10]3[C:5](=[C:6]([F:13])[CH:7]=[CH:8][C:9]=3[O:11][CH3:12])[N:4]([CH2:14][C:15]3[CH:22]=[CH:21][CH:20]=[C:17]([C:18]#[N:19])[CH:16]=3)[N:3]=2)(=[O:31])=[O:30])=[CH:26][CH:25]=1, predict the reactants needed to synthesize it. The reactants are: [NH2:1][C:2]1[C:10]2[C:5](=[C:6]([F:13])[CH:7]=[CH:8][C:9]=2[O:11][CH3:12])[N:4]([CH2:14][C:15]2[CH:16]=[C:17]([CH:20]=[CH:21][CH:22]=2)[C:18]#[N:19])[N:3]=1.[Cl:23][C:24]1[S:28][C:27]([S:29](Cl)(=[O:31])=[O:30])=[CH:26][CH:25]=1.N1C=CC=CC=1. (3) Given the product [F:1][C:2]1[CH:3]=[C:4]([C:8]2[N:9]=[C:10]3[NH:21][CH:22]=[N:20][C:11]3=[N:12][C:13]=2[C:14]2[CH:19]=[CH:18][N:17]=[CH:16][CH:15]=2)[CH:5]=[CH:6][CH:7]=1, predict the reactants needed to synthesize it. The reactants are: [F:1][C:2]1[CH:3]=[C:4]([C:8]2[N:9]=[C:10]([NH2:21])[C:11]([NH2:20])=[N:12][C:13]=2[C:14]2[CH:19]=[CH:18][N:17]=[CH:16][CH:15]=2)[CH:5]=[CH:6][CH:7]=1.[CH:22](OCC)(OCC)OCC. (4) Given the product [CH3:1][C:2]1[N:3]([CH2:14][C:15]([OH:17])=[O:16])[C:4]2[CH2:5][C:6]([CH3:12])([CH3:13])[CH2:7][C:8](=[O:11])[C:9]=2[C:10]=1[S:21](=[O:24])(=[O:22])[N:3]([CH3:2])[C:4]1[CH:5]=[CH:6][CH:7]=[CH:8][CH:9]=1, predict the reactants needed to synthesize it. The reactants are: [CH3:1][C:2]1[N:3]([CH2:14][C:15]([O:17]CC)=[O:16])[C:4]2[CH2:5][C:6]([CH3:13])([CH3:12])[CH2:7][C:8](=[O:11])[C:9]=2[CH:10]=1.Cl[S:21]([OH:24])(=O)=[O:22]. (5) Given the product [ClH:23].[C:10]12([C:3]3[C:4]4[C:5](=[N:6][CH:7]=[CH:8][CH:9]=4)[NH:1][CH:2]=3)[CH2:15][CH:14]1[CH2:13][NH:12][CH2:11]2, predict the reactants needed to synthesize it. The reactants are: [NH:1]1[C:5]2=[N:6][CH:7]=[CH:8][CH:9]=[C:4]2[C:3]([C:10]23[CH2:15][CH:14]2[CH2:13][N:12](C(OC(C)(C)C)=O)[CH2:11]3)=[CH:2]1.[ClH:23]. (6) Given the product [CH3:46][C:40]1[CH:41]=[C:42]([S:45][C@H:2]([CH3:1])[CH2:3][CH2:4][O:5][C:6]2[CH:11]=[CH:10][C:9]([C:12]([F:15])([F:14])[F:13])=[CH:8][C:7]=2[O:16][C:17]2[CH:22]=[CH:21][CH:20]=[CH:19][CH:18]=2)[CH:43]=[CH:44][C:39]=1[CH2:38][CH2:37][C:36]([OH:35])=[O:47], predict the reactants needed to synthesize it. The reactants are: [CH3:1][CH:2](OS(C)(=O)=O)[CH2:3][CH2:4][O:5][C:6]1[CH:11]=[CH:10][C:9]([C:12]([F:15])([F:14])[F:13])=[CH:8][C:7]=1[O:16][C:17]1[CH:22]=[CH:21][CH:20]=[CH:19][CH:18]=1.C(=O)([O-])[O-].[K+].[K+].C[O:35][C:36](=[O:47])[CH2:37][CH2:38][C:39]1[CH:44]=[CH:43][C:42]([SH:45])=[CH:41][C:40]=1[CH3:46].[OH-].[Na+]. (7) Given the product [CH:11]([S:12]([CH2:15][CH2:16][CH2:17][O:18][CH2:19][CH2:20][C:21]1[CH:22]=[CH:23][CH:24]=[CH:25][CH:26]=1)(=[O:14])=[O:13])=[CH2:10], predict the reactants needed to synthesize it. The reactants are: C(O[CH2:10][CH2:11][S:12]([CH2:15][CH2:16][CH2:17][O:18][CH2:19][CH2:20][C:21]1[CH:26]=[CH:25][CH:24]=[CH:23][CH:22]=1)(=[O:14])=[O:13])(=O)C1C=CC=CC=1.N12CCCN=C1CCCCC2.